Task: Predict the product of the given reaction.. Dataset: Forward reaction prediction with 1.9M reactions from USPTO patents (1976-2016) (1) The product is: [Br:1][C:2]1[CH:3]=[C:4]2[C:11]([CH3:15])([CH3:10])[C:12]([CH3:13])=[N:8][C:5]2=[N:6][CH:7]=1. Given the reactants [Br:1][C:2]1[CH:3]=[CH:4][C:5]([NH:8]N)=[N:6][CH:7]=1.[CH3:10][CH:11]([CH3:15])[C:12](=O)[CH3:13], predict the reaction product. (2) Given the reactants [F:1][C:2]1[CH:7]=[CH:6][C:5]([N:8]([CH2:24][C:25]2[CH:30]=[CH:29][C:28]([NH:31][C:32]([C@@H:34]3[CH2:38][CH2:37][CH2:36][N:35]3[C:39]([O:41][C:42]([CH3:45])([CH3:44])[CH3:43])=[O:40])=[O:33])=[CH:27][CH:26]=2)[CH2:9][C:10]2[CH:15]=[CH:14][C:13]([NH:16][C:17]([C@@H:19]3[CH2:23][CH2:22][CH2:21][NH:20]3)=[O:18])=[CH:12][CH:11]=2)=[CH:4][CH:3]=1.[C:46]1([C@@H:52]([N:56]2[CH2:61][CH2:60][CH2:59][CH2:58][CH2:57]2)[C:53](O)=[O:54])[CH:51]=[CH:50][CH:49]=[CH:48][CH:47]=1, predict the reaction product. The product is: [F:1][C:2]1[CH:3]=[CH:4][C:5]([N:8]([CH2:24][C:25]2[CH:30]=[CH:29][C:28]([NH:31][C:32]([C@@H:34]3[CH2:38][CH2:37][CH2:36][N:35]3[C:39]([O:41][C:42]([CH3:45])([CH3:44])[CH3:43])=[O:40])=[O:33])=[CH:27][CH:26]=2)[CH2:9][C:10]2[CH:15]=[CH:14][C:13]([NH:16][C:17]([C@@H:19]3[CH2:23][CH2:22][CH2:21][N:20]3[C:53](=[O:54])[C@@H:52]([C:46]3[CH:51]=[CH:50][CH:49]=[CH:48][CH:47]=3)[N:56]3[CH2:57][CH2:58][CH2:59][CH2:60][CH2:61]3)=[O:18])=[CH:12][CH:11]=2)=[CH:6][CH:7]=1. (3) Given the reactants Cl.Br[C:3]1[CH:12]=[CH:11][CH:10]=[C:9]2[C:4]=1[CH2:5][C@H:6]([CH2:14][O:15][Si:16]([C:19]([CH3:22])([CH3:21])[CH3:20])([CH3:18])[CH3:17])[NH:7][C@H:8]2[CH3:13].[CH3:23][C:24]([OH:28])([CH:26]=[CH2:27])[CH3:25].C(=O)([O-])[O-].[K+].[K+], predict the reaction product. The product is: [Si:16]([O:15][CH2:14][C@H:6]1[CH2:5][C:4]2[C:9](=[CH:10][CH:11]=[CH:12][C:3]=2/[CH:27]=[CH:26]/[C:24]([CH3:25])([OH:28])[CH3:23])[C@H:8]([CH3:13])[NH:7]1)([C:19]([CH3:22])([CH3:21])[CH3:20])([CH3:18])[CH3:17]. (4) Given the reactants [F:1][C:2]([F:23])([F:22])[O:3][C:4]1[CH:9]=[CH:8][C:7]([C:10]2[N:14]=[C:13]([C:15]3[CH:16]=[CH:17][C:18](=[O:21])[NH:19][N:20]=3)[O:12][N:11]=2)=[CH:6][CH:5]=1.CS(O[CH2:29][C:30]1[CH:35]=[CH:34][CH:33]=[C:32]([CH2:36][C:37]([OH:40])([CH3:39])[CH3:38])[CH:31]=1)(=O)=O, predict the reaction product. The product is: [OH:40][C:37]([CH3:39])([CH3:38])[CH2:36][C:32]1[CH:31]=[C:30]([CH:35]=[CH:34][CH:33]=1)[CH2:29][N:19]1[C:18](=[O:21])[CH:17]=[CH:16][C:15]([C:13]2[O:12][N:11]=[C:10]([C:7]3[CH:8]=[CH:9][C:4]([O:3][C:2]([F:22])([F:1])[F:23])=[CH:5][CH:6]=3)[N:14]=2)=[N:20]1. (5) Given the reactants [Cl:1][C:2]1[C:7]([Cl:8])=[C:6]([OH:9])[CH:5]=[CH:4][C:3]=1[CH2:10][CH2:11][C:12]([C:14]1[S:15][C:16]([C:19]2[CH:24]=[CH:23][C:22]([C:25]([F:28])([F:27])[F:26])=[CH:21][CH:20]=2)=[CH:17][CH:18]=1)=[O:13].Br[C:30]([CH3:39])([CH3:38])[C:31]([O:33][C:34]([CH3:37])([CH3:36])[CH3:35])=[O:32], predict the reaction product. The product is: [Cl:8][C:7]1[C:2]([Cl:1])=[C:3]([CH2:10][CH2:11][C:12](=[O:13])[C:14]2[S:15][C:16]([C:19]3[CH:24]=[CH:23][C:22]([C:25]([F:27])([F:28])[F:26])=[CH:21][CH:20]=3)=[CH:17][CH:18]=2)[CH:4]=[CH:5][C:6]=1[O:9][C:30]([CH3:39])([CH3:38])[C:31]([O:33][C:34]([CH3:37])([CH3:36])[CH3:35])=[O:32].